This data is from Reaction yield outcomes from USPTO patents with 853,638 reactions. The task is: Predict the reaction yield, written as a fraction of the theoretical maximum amount of product (1.0 means a 100% yield; for example, 0.34 means a 34% yield). (1) The reactants are [F:1][C:2]1[CH:26]=[C:25]([N+:27]([O-])=O)[CH:24]=[CH:23][C:3]=1[O:4][C:5]1[CH:10]=[CH:9][N:8]=[C:7]([NH:11][C:12](=[O:22])[N:13]([CH3:21])[CH:14]2[CH2:19][CH2:18][N:17]([CH3:20])[CH2:16][CH2:15]2)[CH:6]=1. The catalyst is O1CCCC1.CO.[Pd]. The product is [NH2:27][C:25]1[CH:24]=[CH:23][C:3]([O:4][C:5]2[CH:10]=[CH:9][N:8]=[C:7]([NH:11][C:12](=[O:22])[N:13]([CH3:21])[CH:14]3[CH2:15][CH2:16][N:17]([CH3:20])[CH2:18][CH2:19]3)[CH:6]=2)=[C:2]([F:1])[CH:26]=1. The yield is 0.780. (2) The reactants are [NH2:1][C:2]1[CH:7]=[CH:6][CH:5]=[CH:4][CH:3]=1.[C:8](#[N:11])[CH:9]=[CH2:10]. No catalyst specified. The product is [C:2]1([NH:1][CH2:10][CH2:9][C:8]#[N:11])[CH:7]=[CH:6][CH:5]=[CH:4][CH:3]=1. The yield is 0.784. (3) The reactants are [OH:1][C:2]1[N:11]=[CH:10][CH:9]=[C:8]([I:12])[C:3]=1[C:4]([O:6][CH3:7])=[O:5].[C:13]1(B(O)O)[CH:18]=[CH:17][CH:16]=[CH:15][CH:14]=1.ClC(Cl)C.N1C=CC=CC=1. The catalyst is ClCCl.C([O-])(=O)C.[Cu+2].C([O-])(=O)C. The product is [I:12][C:8]1[CH:9]=[CH:10][N:11]([C:13]2[CH:18]=[CH:17][CH:16]=[CH:15][CH:14]=2)[C:2](=[O:1])[C:3]=1[C:4]([O:6][CH3:7])=[O:5]. The yield is 0.910. (4) The reactants are [NH2:1][C:2]1[CH:11]=[CH:10][CH:9]=[C:8]2[C:3]=1[C:4](=[O:21])[N:5]([CH:13]1[CH2:18][CH2:17][C:16](=[O:19])[NH:15][C:14]1=[O:20])[C:6]([CH3:12])=[N:7]2.Cl[C:23]([O:25][CH2:26][CH3:27])=[O:24]. The catalyst is O1CCCC1. The product is [CH2:26]([O:25][C:23](=[O:24])[NH:1][C:2]1[CH:11]=[CH:10][CH:9]=[C:8]2[C:3]=1[C:4](=[O:21])[N:5]([CH:13]1[CH2:18][CH2:17][C:16](=[O:19])[NH:15][C:14]1=[O:20])[C:6]([CH3:12])=[N:7]2)[CH3:27]. The yield is 0.270. (5) The reactants are [CH2:1]([N:5]1[C:10]2=[N:11][NH:12][C:13]([NH:14][C:15]3[CH:20]=[CH:19][CH:18]=[CH:17][CH:16]=3)=[C:9]2[C:8](=[O:21])[N:7]([CH3:22])[C:6]1=[O:23])[CH:2]([CH3:4])[CH3:3].Br[CH2:25][C:26]1[CH:31]=[CH:30][C:29]([S:32]([NH2:35])(=[O:34])=[O:33])=[CH:28][CH:27]=1.C(=O)([O-])[O-].[K+].[K+]. The catalyst is CN(C=O)C. The product is [CH2:1]([N:5]1[C:10]2=[N:11][N:12]([CH2:25][C:26]3[CH:27]=[CH:28][C:29]([S:32]([NH2:35])(=[O:34])=[O:33])=[CH:30][CH:31]=3)[C:13]([NH:14][C:15]3[CH:16]=[CH:17][CH:18]=[CH:19][CH:20]=3)=[C:9]2[C:8](=[O:21])[N:7]([CH3:22])[C:6]1=[O:23])[CH:2]([CH3:4])[CH3:3]. The yield is 0.540. (6) The reactants are Cl[C:2]1[N:7]=[C:6]([NH:8][CH2:9][C:10]2[CH:11]=[N:12][CH:13]=[CH:14][CH:15]=2)[CH:5]=[N:4][CH:3]=1.[CH3:16][O:17][C:18]1[CH:23]=[C:22](B2OC(C)(C)C(C)(C)O2)[CH:21]=[CH:20][C:19]=1[OH:33].C([O-])([O-])=O.[Na+].[Na+]. The catalyst is C1(C)C=CC=CC=1.C1C=CC([P]([Pd]([P](C2C=CC=CC=2)(C2C=CC=CC=2)C2C=CC=CC=2)([P](C2C=CC=CC=2)(C2C=CC=CC=2)C2C=CC=CC=2)[P](C2C=CC=CC=2)(C2C=CC=CC=2)C2C=CC=CC=2)(C2C=CC=CC=2)C2C=CC=CC=2)=CC=1. The product is [CH3:16][O:17][C:18]1[CH:23]=[C:22]([C:2]2[CH:3]=[N:4][CH:5]=[C:6]([NH:8][CH2:9][C:10]3[CH:11]=[N:12][CH:13]=[CH:14][CH:15]=3)[N:7]=2)[CH:21]=[CH:20][C:19]=1[OH:33]. The yield is 0.750. (7) The reactants are [F:1][C:2]([F:14])([C:8]1(O)[CH2:12][CH2:11][CH2:10][CH2:9]1)[C:3]([O:5][CH2:6][CH3:7])=[O:4].S(Cl)(Cl)=O.C(=O)(O)[O-].[Na+]. The catalyst is N1C=CC=CC=1.O. The product is [C:8]1([C:2]([F:1])([F:14])[C:3]([O:5][CH2:6][CH3:7])=[O:4])[CH2:12][CH2:11][CH2:10][CH:9]=1. The yield is 0.450. (8) The reactants are [Si]([O:8][CH2:9][CH:10]1[CH2:14][CH2:13][N:12]([C:15]2[CH:16]=[CH:17][C:18]([CH3:36])=[C:19]([CH:35]=2)[C:20]([NH:22][C:23]2[C:24]([CH3:34])=[C:25]([CH:30]=[CH:31][C:32]=2[CH3:33])[C:26]([O:28][CH3:29])=[O:27])=[O:21])[CH2:11]1)(C(C)(C)C)(C)C.[N+](CCCC)(CCCC)(CCCC)CCCC.[F-]. The catalyst is C1COCC1. The product is [OH:8][CH2:9][CH:10]1[CH2:14][CH2:13][N:12]([C:15]2[CH:16]=[CH:17][C:18]([CH3:36])=[C:19]([CH:35]=2)[C:20]([NH:22][C:23]2[C:24]([CH3:34])=[C:25]([CH:30]=[CH:31][C:32]=2[CH3:33])[C:26]([O:28][CH3:29])=[O:27])=[O:21])[CH2:11]1. The yield is 0.510.